From a dataset of Human Reference Interactome with 51,813 positive PPI pairs across 8,248 proteins, plus equal number of experimentally-validated negative pairs. Binary Classification. Given two protein amino acid sequences, predict whether they physically interact or not. (1) Protein 1 (ENSG00000110987) has sequence MSGRSVRAETRSRAKDDIKRVMAAIEKVRKWEKKWVTVGDTSLRIYKWVPVTEPKVDDKNKNKKKGKDEKCGSEVTTPENSSSPGMMDMHDDNSNQSSIADASPIKQENSSNSSPAPEPNSAVPSDGTEAKVDEAQADGKEHPGAEDASDEQNSQSSMEHSMNSSEKVDRQPSGDSGLAAETSAISQDLEGVPPSKKMKLEASQQNSEEM*MSGRSVRAETRSRAKDDIKRVMAAIEKVRKWEKKWVTVGDTSLRIYKWVPVTEPKVDDKNKNKKKGKDEKCGSEVTTPENSSSPGMMDM.... Protein 2 (ENSG00000129422) has sequence MTDDNSDDKIEDELQTFFTSDKDGNTHAYNPKSPPTQNSSASSVNWNSANPDDMVVDYETDPAVVTGENISLSLQGVEVFGHEKSSSDFISKQVLDMHKDSICQCPALVGTEKPKYLQHSCHSLEAVEGQSVEPSLPFVWKPNDNLNCAGYCDALELNQTFDMTVDKVNCTFISHHAIGKSQSFHTAGSLPPTGRRSGSTSSLSYSTWTSSHSDKTHARETTYDRESFENPQVTPSEAQDMTYTAFSDVVMQSEVFVSDIGNQCACSSGKVTSEYTDGSQQRLVGEKETQALTPVSDGME.... Result: 0 (the proteins do not interact). (2) Protein 1 (ENSG00000261408) has sequence MMLPKPGTYYLPWEVSAGQVPDGSTLRTFGRLCLYDMIQSRVTLMAQHGSDQHQVLVCTKLVEPFHAQVGSLYIVLGELQHQQDRGSVVKARVLTCVEGMNLPLLEQAIREQRLYKQERGGSQ*. Protein 2 (ENSG00000100196) has sequence MNVFRILGDLSHLLAMILLLGKIWRSKCCKGISGKSQILFALVFTTRYLDLFTNFISIYNTVMKVVFLLCAYVTVYMIYGKFRKTFDSENDTFRLEFLLVPVIGLSFLENYSFTLLEILWTFSIYLESVAILPQLFMISKTGEAETITTHYLFFLGLYRALYLANWIRRYQTENFYDQIAVVSGVVQTIFYCDFFYLYVTKVLKGKKLSLPMPI*MNVFRILGDLSHLLAMILLLGKIWRSKCCKGISGKSQILFALVFTTRYLDLFTNFISIYNTVMKVVFLLCAYVTVYMIYGKFRKT.... Result: 0 (the proteins do not interact). (3) Protein 1 (ENSG00000095794) has sequence MSKCARKKYIKTNPRQMTMETVESQHDGSITASLTESKSAHVQTQTGQNSIPALAQVAAIAETDESAESEGVIDSHKRREILSRRPSYRKILNELSSDVPGVPKIEEERSEEEGTPPSIATMAVPTSIYQTSTGQYIAIAQGGTIQISNPGSDGVQGLQALTMTNSGAPPPGATIVQYAAQSADGTQQFFVPGSQVVVQAATGDMPTYQIRAPTAALPQGVVMAASPGSLHSPQQLAEEATRKRELRLMKNREAARECRRKKKEYVKCLENRVAVLENQNKTLIEELKALKDLYCHKVE*.... Protein 2 (ENSG00000137073) has sequence MMTSVSSDHCRGAREKPQISAAQSTQPQKQVVQATAEQMRLAQVIFDKNDSDFEAKVKQLMEVTGKNQDECIVALHDCNGDVNKAINILLEGNSDTTSWETVGCKKKNFAKENSENKENREKKSEKESSRGRGNNNRKGRGGNRGREFRGEENGIDCNQVDKPSDRGKRARGRGFGRGRGRGAGRFSTQGMGTFNPADYSDSTSTDVCGTKLVVWEAAQNGADEGTELASNTHNIAQDLSNKSSYGLKGAWKNSVEEWTTEDWTEDLSETKVFTASSAPAENHILPGQSIDLVALLQKPV.... Result: 1 (the proteins interact).